Predict the reaction yield, written as a fraction of the theoretical maximum amount of product (1.0 means a 100% yield; for example, 0.34 means a 34% yield). From a dataset of Reaction yield outcomes from USPTO patents with 853,638 reactions. (1) The reactants are F.F.F.C(N(CC)CC)C.C(N(CC)CC)C.[Si]([O:35][CH2:36][C@H:37]1[O:41][C@@H:40]([N:42]2[CH:49]=[C:48]([CH3:50])[C:46](=[O:47])[NH:45][C:43]2=[O:44])[C@H:39]([O:51][CH2:52][CH2:53][O:54][N:55]([CH3:57])[CH3:56])[C@@H:38]1[OH:58])(C(C)(C)C)(C1C=CC=CC=1)C1C=CC=CC=1.CO. The catalyst is C1COCC1.C(Cl)Cl. The product is [CH3:56][N:55]([CH3:57])[O:54][CH2:53][CH2:52][O:51][C@@H:39]1[C@H:38]([OH:58])[C@@H:37]([CH2:36][OH:35])[O:41][C@H:40]1[N:42]1[CH:49]=[C:48]([CH3:50])[C:46](=[O:47])[NH:45][C:43]1=[O:44]. The yield is 0.925. (2) The reactants are [O:1]1[C:5]2([CH2:10][CH2:9][CH:8]([N:11]3[CH:15]=[C:14]([Si](C)(C)C)[N:13]=[N:12]3)[CH2:7][CH2:6]2)[O:4][CH2:3][CH2:2]1.[F-].C([N+](CCCC)(CCCC)CCCC)CCC. The catalyst is C1COCC1.CCOC(C)=O. The product is [O:1]1[C:5]2([CH2:10][CH2:9][CH:8]([N:11]3[CH:15]=[CH:14][N:13]=[N:12]3)[CH2:7][CH2:6]2)[O:4][CH2:3][CH2:2]1. The yield is 0.890. (3) The reactants are [CH2:1]1N2CN3CN(C2)CN1C3.[C:11](O)(C(F)(F)F)=[O:12].[Br:18][C:19]1[CH:24]=[CH:23][C:22]([OH:25])=[CH:21][CH:20]=1.OS(O)(=O)=O.[OH2:31]. No catalyst specified. The product is [CH:1]([C:23]1[CH:24]=[C:19]([Br:18])[CH:20]=[C:21]([CH:11]=[O:12])[C:22]=1[OH:25])=[O:31]. The yield is 0.600. (4) The product is [Cl:10][C:9]1[C:8]([F:11])=[CH:7][CH:6]=[C:5]([Cl:12])[C:4]=1[CH:2]([OH:3])[CH3:1]. The reactants are [CH3:1][C:2]([C:4]1[C:9]([Cl:10])=[C:8]([F:11])[CH:7]=[CH:6][C:5]=1[Cl:12])=[O:3].[H-].[Al+3].[Li+].[H-].[H-].[H-].[OH-].[Na+].[O-]S([O-])(=O)=O.[Mg+2]. The catalyst is C1COCC1.O. The yield is 0.950. (5) The reactants are [Cl:1][C:2]1[CH:3]=[C:4]([C:10]2([C:35]([F:38])([F:37])[F:36])[O:14][N:13]=[C:12]([C:15]3[C:24]4[C:19](=[CH:20][CH:21]=[CH:22][CH:23]=4)[C:18]([C:25]([NH:27][CH2:28][C:29](=O)[C:30]([F:33])([F:32])[F:31])=[O:26])=[CH:17][CH:16]=3)[CH2:11]2)[CH:5]=[C:6]([Cl:9])[C:7]=1[F:8].[NH2:39][OH:40].Cl.CC([O-])=O.[K+]. The catalyst is CCO.O. The product is [Cl:1][C:2]1[CH:3]=[C:4]([C:10]2([C:35]([F:36])([F:37])[F:38])[O:14][N:13]=[C:12]([C:15]3[C:24]4[C:19](=[CH:20][CH:21]=[CH:22][CH:23]=4)[C:18]([C:25]([NH:27][CH2:28]/[C:29](=[N:39]\[OH:40])/[C:30]([F:33])([F:31])[F:32])=[O:26])=[CH:17][CH:16]=3)[CH2:11]2)[CH:5]=[C:6]([Cl:9])[C:7]=1[F:8]. The yield is 0.510. (6) The reactants are [NH2:1][C:2]1[CH:7]=[CH:6][C:5]([C:8]2[C:16]3[C:15]([NH:17][C@H:18]([C:20]4[N:25]([C:26]5[CH:31]=[CH:30][CH:29]=[CH:28][CH:27]=5)[C:24](=[O:32])[C:23]5=[C:33]([CH3:36])[CH:34]=[CH:35][N:22]5[N:21]=4)[CH3:19])=[N:14][CH:13]=[N:12][C:11]=3[N:10]([CH2:37][O:38][CH2:39][CH2:40][Si:41]([CH3:44])([CH3:43])[CH3:42])[CH:9]=2)=[C:4]([O:45][CH3:46])[CH:3]=1.N1C=CC=CC=1.[CH3:53][N:54]([CH3:59])[S:55](Cl)(=[O:57])=[O:56]. The catalyst is O1CCCC1. The product is [CH3:46][O:45][C:4]1[CH:3]=[C:2]([NH:1][S:55]([N:54]([CH3:59])[CH3:53])(=[O:57])=[O:56])[CH:7]=[CH:6][C:5]=1[C:8]1[C:16]2[C:15]([NH:17][C@H:18]([C:20]3[N:25]([C:26]4[CH:31]=[CH:30][CH:29]=[CH:28][CH:27]=4)[C:24](=[O:32])[C:23]4=[C:33]([CH3:36])[CH:34]=[CH:35][N:22]4[N:21]=3)[CH3:19])=[N:14][CH:13]=[N:12][C:11]=2[N:10]([CH2:37][O:38][CH2:39][CH2:40][Si:41]([CH3:43])([CH3:42])[CH3:44])[CH:9]=1. The yield is 0.740. (7) The reactants are [NH:1]1[C:9]2[CH:8]=[CH:7][CH:6]=[C:5]([CH:10]=O)[C:4]=2[CH:3]=[CH:2]1.[CH3:12][NH2:13].[BH4-].[Na+].O. The product is [NH:1]1[C:9]2[C:4](=[C:5]([CH2:10][NH:13][CH3:12])[CH:6]=[CH:7][CH:8]=2)[CH:3]=[CH:2]1. The yield is 0.940. The catalyst is CO. (8) The reactants are CC1(C)C(C)(C)OB([C:9]2[CH:14]=[CH:13][C:12]([C:15]3[C:16]([OH:21])=[CH:17][CH:18]=[CH:19][CH:20]=3)=[CH:11][CH:10]=2)O1.Br[C:24]1[CH:25]=[C:26]2[C:30](=[CH:31][C:32]=1[F:33])[NH:29][CH:28]=[C:27]2[CH:34]=[O:35].C(=O)([O-])[O-].[K+].[K+].S([O-])(O)(=O)=O.[Na+]. The catalyst is C(OCC)(=O)C.C1C=CC(P(C2C=CC=CC=2)[C-]2C=CC=C2)=CC=1.C1C=CC(P(C2C=CC=CC=2)[C-]2C=CC=C2)=CC=1.Cl[Pd]Cl.[Fe+2].CCO.C1COCC1.C1(C)C=CC=CC=1. The product is [F:33][C:32]1[CH:31]=[C:30]2[C:26]([C:27]([CH:34]=[O:35])=[CH:28][NH:29]2)=[CH:25][C:24]=1[C:9]1[CH:10]=[CH:11][C:12]([C:15]2[CH:20]=[CH:19][CH:18]=[CH:17][C:16]=2[OH:21])=[CH:13][CH:14]=1. The yield is 0.240.